Dataset: Forward reaction prediction with 1.9M reactions from USPTO patents (1976-2016). Task: Predict the product of the given reaction. (1) Given the reactants [CH3:1][Mg]Br.[OH:4][C@H:5]1[CH2:15][C@@:14]2([CH3:17])[O:16][C@@:6]31[C@@H:18]1[C@@H:10]([N:11]([C:20]4[CH:27]=[CH:26][C:23]([C:24]#[N:25])=[C:22]([C:28]([F:31])([F:30])[F:29])[CH:21]=4)[C:12](=[O:19])[C@H:13]21)[O:9][CH2:8][CH2:7]3, predict the reaction product. The product is: [OH:4][C@:5]1([CH3:1])[CH2:15][C@@:14]2([CH3:17])[O:16][C@@:6]31[C@@H:18]1[C@@H:10]([N:11]([C:20]4[CH:27]=[CH:26][C:23]([C:24]#[N:25])=[C:22]([C:28]([F:29])([F:30])[F:31])[CH:21]=4)[C:12](=[O:19])[C@H:13]21)[O:9][CH2:8][CH2:7]3. (2) Given the reactants Cl[C:2]1[CH:7]=[CH:6][C:5]([S:8]([N:11]2[CH2:16][CH2:15][CH2:14][CH2:13][CH2:12]2)(=[O:10])=[O:9])=[CH:4][N:3]=1.[NH3:17], predict the reaction product. The product is: [N:11]1([S:8]([C:5]2[CH:6]=[CH:7][C:2]([NH2:17])=[N:3][CH:4]=2)(=[O:10])=[O:9])[CH2:16][CH2:15][CH2:14][CH2:13][CH2:12]1. (3) Given the reactants [C:1]12([C:11]3[CH:16]=[CH:15][C:14]([OH:17])=[CH:13][CH:12]=3)[CH2:10][CH:5]3[CH2:6][CH:7]([CH2:9][CH:3]([CH2:4]3)[CH2:2]1)[CH2:8]2.[C:18]([O:22][CH3:23])(=[O:21])[C:19]#[CH:20].C1C=CC(P(C2C=CC=CC=2)C2C=CC=CC=2)=CC=1, predict the reaction product. The product is: [CH3:23][O:22][C:18](=[O:21])/[CH:19]=[CH:20]/[O:17][C:14]1[CH:13]=[CH:12][C:11]([C:1]23[CH2:8][CH:7]4[CH2:9][CH:3]([CH2:4][CH:5]([CH2:6]4)[CH2:10]2)[CH2:2]3)=[CH:16][CH:15]=1. (4) Given the reactants [BH4-].[Na+].[CH3:3][C:4]([O:15][C:16]1[CH:21]=[C:20]([CH3:22])[CH:19]=[C:18]([CH3:23])[C:17]=1[CH3:24])([CH3:14])[C:5]([C:7]1[CH:12]=[CH:11][C:10]([CH3:13])=[CH:9][CH:8]=1)=[O:6].Cl, predict the reaction product. The product is: [CH3:14][C:4]([O:15][C:16]1[CH:21]=[C:20]([CH3:22])[CH:19]=[C:18]([CH3:23])[C:17]=1[CH3:24])([CH3:3])[CH:5]([C:7]1[CH:8]=[CH:9][C:10]([CH3:13])=[CH:11][CH:12]=1)[OH:6].